From a dataset of Full USPTO retrosynthesis dataset with 1.9M reactions from patents (1976-2016). Predict the reactants needed to synthesize the given product. (1) Given the product [N+:42]([C:45]1[CH:46]=[CH:47][C:48]([C:49]([O:1][C@@H:2]2[CH2:22][N:5]3[C:6](=[O:21])[CH2:7][CH2:8][N:9]([C:11]4[CH:16]=[CH:15][C:14]([C:17]([F:19])([F:20])[F:18])=[CH:13][N:12]=4)[CH2:10][C@@H:4]3[CH2:3]2)=[O:50])=[CH:52][CH:53]=1)([O-:44])=[O:43], predict the reactants needed to synthesize it. The reactants are: [OH:1][C@H:2]1[CH2:22][N:5]2[C:6](=[O:21])[CH2:7][CH2:8][N:9]([C:11]3[CH:16]=[CH:15][C:14]([C:17]([F:20])([F:19])[F:18])=[CH:13][N:12]=3)[CH2:10][C@@H:4]2[CH2:3]1.C1(P(C2C=CC=CC=2)C2C=CC=CC=2)C=CC=CC=1.[N+:42]([C:45]1[CH:53]=[CH:52][C:48]([C:49](O)=[O:50])=[CH:47][CH:46]=1)([O-:44])=[O:43].N(C(OC(C)C)=O)=NC(OC(C)C)=O. (2) Given the product [CH3:49][CH:50]1[CH2:51][CH2:52][N:53]([C:56]2[C:61]([CH2:62][NH:63][C:17](=[O:19])[CH:16]([C:13]3[CH:12]=[CH:11][C:10]([NH:9][C:1](=[O:8])[C:2]4[CH:3]=[CH:4][CH:5]=[CH:6][CH:7]=4)=[N:15][CH:14]=3)[CH3:20])=[CH:60][CH:59]=[C:58]([C:64]([F:67])([F:65])[F:66])[N:57]=2)[CH2:54][CH2:55]1, predict the reactants needed to synthesize it. The reactants are: [C:1]([NH:9][C:10]1[N:15]=[CH:14][C:13]([CH:16]([CH3:20])[C:17]([OH:19])=O)=[CH:12][CH:11]=1)(=[O:8])[C:2]1[CH:7]=[CH:6][CH:5]=[CH:4][CH:3]=1.ON1C2C=CC=CC=2N=N1.C(N=C=NCCCN(C)C)C.C(N(CC)CC)C.[CH3:49][CH:50]1[CH2:55][CH2:54][N:53]([C:56]2[C:61]([CH2:62][NH2:63])=[CH:60][CH:59]=[C:58]([C:64]([F:67])([F:66])[F:65])[N:57]=2)[CH2:52][CH2:51]1.